From a dataset of Catalyst prediction with 721,799 reactions and 888 catalyst types from USPTO. Predict which catalyst facilitates the given reaction. (1) Reactant: [F:1][C:2]([F:31])([F:30])[C:3]1[CH:4]=[C:5]([CH:13]([OH:29])[C:14]2([NH:18][C:19](=[O:28])OCC3C=CC=CC=3)[CH2:17][CH2:16][CH2:15]2)[CH:6]=[C:7]([C:9]([F:12])([F:11])[F:10])[CH:8]=1.[H-].[Na+]. Product: [F:10][C:9]([F:12])([F:11])[C:7]1[CH:6]=[C:5]([CH:13]2[C:14]3([CH2:17][CH2:16][CH2:15]3)[NH:18][C:19](=[O:28])[O:29]2)[CH:4]=[C:3]([C:2]([F:31])([F:1])[F:30])[CH:8]=1. The catalyst class is: 1. (2) Reactant: [CH2:1]([O:3][C:4](=[O:29])[CH:5]([C:17]1[N:18]([C:22]2[C:27]([Br:28])=[CH:26][CH:25]=[CH:24][N:23]=2)[N:19]=[CH:20][CH:21]=1)[C:6]1[C:11]([CH2:12][CH2:13][CH3:14])=[C:10]([NH:15][NH2:16])[N:9]=[CH:8][N:7]=1)[CH3:2].C(Cl)Cl.CN(C)C.[F:37][C:38]([F:49])([F:48])[C:39](O[C:39](=[O:40])[C:38]([F:49])([F:48])[F:37])=[O:40].C([O-])(O)=O.[Na+]. Product: [CH2:1]([O:3][C:4](=[O:29])[CH:5]([C:17]1[N:18]([C:22]2[C:27]([Br:28])=[CH:26][CH:25]=[CH:24][N:23]=2)[N:19]=[CH:20][CH:21]=1)[C:6]1[C:11]([CH2:12][CH2:13][CH3:14])=[C:10]([NH:15][NH:16][C:39](=[O:40])[C:38]([F:49])([F:48])[F:37])[N:9]=[CH:8][N:7]=1)[CH3:2]. The catalyst class is: 6. (3) Reactant: [NH2:1][CH2:2][C:3]1[CH:16]=[CH:15][C:14]2[O:13][C:12]3[C:7]4=[C:8]([C:17](=[O:20])[NH:18][N:19]=[C:6]4[C:5]=2[CH:4]=1)[CH:9]=[CH:10][CH:11]=3.C(N(C(C)C)CC)(C)C.Cl.N1C=CC([C:36]([NH2:38])=[NH:37])=N1.C(OCC)C. Product: [O:20]=[C:17]1[C:8]2[CH:9]=[CH:10][CH:11]=[C:12]3[O:13][C:14]4[CH:15]=[CH:16][C:3]([CH2:2][NH:1][C:36]([NH2:38])=[NH:37])=[CH:4][C:5]=4[C:6]([C:7]=23)=[N:19][NH:18]1. The catalyst class is: 3.